Dataset: Tyrosyl-DNA phosphodiesterase HTS with 341,365 compounds. Task: Binary Classification. Given a drug SMILES string, predict its activity (active/inactive) in a high-throughput screening assay against a specified biological target. (1) The molecule is O=c1n2c(nc3c1cc(cc3)C)C(NC(=O)c1c2cccc1)Cc1ccccc1. The result is 0 (inactive). (2) The drug is S1\C(C(=O)N(CC(=O)Nc2ccc(cc2)C)C1=O)=C/c1oc(c2c(c(ccc2)C(O)=O)C)cc1. The result is 1 (active). (3) The drug is FC(F)(F)C(OCc1ccccc1)(NC(=O)C)C(OCC)=O. The result is 0 (inactive). (4) The compound is O=C1N(C(=O)NC21CCCC2)CC(OCc1c(cc(C(C)(C)C)cc1C)C)=O. The result is 0 (inactive). (5) The molecule is S(=O)(=O)(N1CCCCC1)c1cc(NC(=O)Cc2ccc(OC)cc2)c(N2CCN(CC2)C)cc1. The result is 0 (inactive).